From a dataset of Full USPTO retrosynthesis dataset with 1.9M reactions from patents (1976-2016). Predict the reactants needed to synthesize the given product. (1) Given the product [ClH:43].[C:1]([N:4]1[C:13]2[C:8](=[CH:9][C:10]([C:14]3[CH:32]=[CH:31][C:17]([C:18]([NH:20][CH2:21][CH2:22][NH2:23])=[O:19])=[CH:16][CH:15]=3)=[CH:11][CH:12]=2)[C@H:7]([NH:33][C:34]2[CH:39]=[CH:38][C:37]([C:40]#[N:41])=[CH:36][N:35]=2)[CH2:6][C@@H:5]1[CH3:42])(=[O:3])[CH3:2], predict the reactants needed to synthesize it. The reactants are: [C:1]([N:4]1[C:13]2[C:8](=[CH:9][C:10]([C:14]3[CH:32]=[CH:31][C:17]([C:18]([NH:20][CH2:21][CH2:22][NH:23]C(=O)OC(C)(C)C)=[O:19])=[CH:16][CH:15]=3)=[CH:11][CH:12]=2)[C@H:7]([NH:33][C:34]2[CH:39]=[CH:38][C:37]([C:40]#[N:41])=[CH:36][N:35]=2)[CH2:6][C@@H:5]1[CH3:42])(=[O:3])[CH3:2].[ClH:43]. (2) Given the product [Cl:1][C:2]1[N:3]=[C:4]([C:9]([NH:11][C@H:12]2[CH2:37][CH2:38][N:34]([C:39]([N:41]3[CH:45]=[CH:44][N:43]=[CH:42]3)=[S:40])[CH2:33][C@H:32]2[O:31][CH3:28])=[O:10])[NH:5][C:6]=1[CH2:7][CH3:8], predict the reactants needed to synthesize it. The reactants are: [Cl:1][C:2]1[N:3]=[C:4]([C:9]([NH:11][C@H:12]2CCN(C(OC(C)(C)C)=O)C[C@H]2OC)=[O:10])[NH:5][C:6]=1[CH2:7][CH3:8].Cl.[C:28]([O:31][CH2:32][CH3:33])(=O)C.[N:34]1([C:39]([N:41]2[CH:45]=[CH:44][N:43]=[CH:42]2)=[S:40])[CH:38]=[CH:37]N=C1. (3) Given the product [CH3:17][O:18][C:19](=[O:26])[C@H:20]([CH2:22][CH:23]([CH3:25])[CH3:24])[NH:21][C:13](=[O:15])[C@H:11]([CH3:12])[NH:10][C:8](=[O:9])[CH2:7][C:1]1[CH:2]=[CH:3][CH:4]=[CH:5][CH:6]=1, predict the reactants needed to synthesize it. The reactants are: [C:1]1([CH2:7][C:8]([NH:10][C@H:11]([C:13]([OH:15])=O)[CH3:12])=[O:9])[CH:6]=[CH:5][CH:4]=[CH:3][CH:2]=1.Cl.[CH3:17][O:18][C:19](=[O:26])[C@H:20]([CH2:22][CH:23]([CH3:25])[CH3:24])[NH2:21]. (4) Given the product [Cl:1][C:2]1[C:3](=[O:4])[O:5][C:9]([CH:24]2[CH2:25][CH2:26][CH2:27][CH2:28]2)([CH2:10][CH2:11][C:12]2[CH:17]=[CH:16][C:15]([O:18][CH:19]([CH3:21])[CH3:20])=[C:14]([F:22])[CH:13]=2)[CH2:8][C:7]=1[OH:29], predict the reactants needed to synthesize it. The reactants are: [Cl:1][CH:2]([C:7](=[O:29])[CH2:8][C:9]([CH:24]1[CH2:28][CH2:27][CH2:26][CH2:25]1)(O)[CH2:10][CH2:11][C:12]1[CH:17]=[CH:16][C:15]([O:18][CH:19]([CH3:21])[CH3:20])=[C:14]([F:22])[CH:13]=1)[C:3]([O:5]C)=[O:4].CCCC[Sn](Cl)(O[Sn](Cl)(CCCC)CCCC)CCCC. (5) Given the product [Br:13][C:14]1[CH:15]=[C:16]([NH:21][C:2]2[CH:7]=[CH:6][N:5]([CH3:8])[C:4](=[O:9])[C:3]=2[N+:10]([O-:12])=[O:11])[CH:17]=[CH:18][C:19]=1[F:20], predict the reactants needed to synthesize it. The reactants are: Cl[C:2]1[CH:7]=[CH:6][N:5]([CH3:8])[C:4](=[O:9])[C:3]=1[N+:10]([O-:12])=[O:11].[Br:13][C:14]1[CH:15]=[C:16]([NH2:21])[CH:17]=[CH:18][C:19]=1[F:20].